This data is from Blood-brain barrier permeability classification from the B3DB database. The task is: Regression/Classification. Given a drug SMILES string, predict its absorption, distribution, metabolism, or excretion properties. Task type varies by dataset: regression for continuous measurements (e.g., permeability, clearance, half-life) or binary classification for categorical outcomes (e.g., BBB penetration, CYP inhibition). Dataset: b3db_classification. The compound is CNC(=O)NC(O)C(Cl)(Cl)Cl. The result is 1 (penetrates BBB).